Regression. Given two drug SMILES strings and cell line genomic features, predict the synergy score measuring deviation from expected non-interaction effect. From a dataset of NCI-60 drug combinations with 297,098 pairs across 59 cell lines. (1) Drug 2: CC(C)(C#N)C1=CC(=CC(=C1)CN2C=NC=N2)C(C)(C)C#N. Synergy scores: CSS=2.60, Synergy_ZIP=-1.06, Synergy_Bliss=-1.19, Synergy_Loewe=-1.63, Synergy_HSA=-0.794. Cell line: 786-0. Drug 1: C1CCN(CC1)CCOC2=CC=C(C=C2)C(=O)C3=C(SC4=C3C=CC(=C4)O)C5=CC=C(C=C5)O. (2) Synergy scores: CSS=19.5, Synergy_ZIP=2.85, Synergy_Bliss=4.37, Synergy_Loewe=-42.4, Synergy_HSA=-2.06. Cell line: SF-539. Drug 2: CCC1=C2CN3C(=CC4=C(C3=O)COC(=O)C4(CC)O)C2=NC5=C1C=C(C=C5)O. Drug 1: C1=CC(=CC=C1C#N)C(C2=CC=C(C=C2)C#N)N3C=NC=N3. (3) Drug 1: CC1C(C(CC(O1)OC2CC(OC(C2O)C)OC3=CC4=CC5=C(C(=O)C(C(C5)C(C(=O)C(C(C)O)O)OC)OC6CC(C(C(O6)C)O)OC7CC(C(C(O7)C)O)OC8CC(C(C(O8)C)O)(C)O)C(=C4C(=C3C)O)O)O)O. Drug 2: CN1C2=C(C=C(C=C2)N(CCCl)CCCl)N=C1CCCC(=O)O.Cl. Cell line: HCT116. Synergy scores: CSS=32.8, Synergy_ZIP=1.38, Synergy_Bliss=4.73, Synergy_Loewe=-36.3, Synergy_HSA=2.02. (4) Synergy scores: CSS=0.617, Synergy_ZIP=-2.78, Synergy_Bliss=-1.35, Synergy_Loewe=-4.31, Synergy_HSA=-3.27. Cell line: SK-MEL-2. Drug 2: CC1=CC=C(C=C1)C2=CC(=NN2C3=CC=C(C=C3)S(=O)(=O)N)C(F)(F)F. Drug 1: C1=CC(=CC=C1CC(C(=O)O)N)N(CCCl)CCCl.Cl. (5) Synergy scores: CSS=50.7, Synergy_ZIP=-0.896, Synergy_Bliss=-0.581, Synergy_Loewe=-22.7, Synergy_HSA=-0.336. Drug 2: CC1C(C(CC(O1)OC2CC(CC3=C2C(=C4C(=C3O)C(=O)C5=C(C4=O)C(=CC=C5)OC)O)(C(=O)CO)O)N)O.Cl. Drug 1: C1CC(=O)NC(=O)C1N2CC3=C(C2=O)C=CC=C3N. Cell line: UACC62. (6) Drug 1: CC1OCC2C(O1)C(C(C(O2)OC3C4COC(=O)C4C(C5=CC6=C(C=C35)OCO6)C7=CC(=C(C(=C7)OC)O)OC)O)O. Drug 2: CCC1(CC2CC(C3=C(CCN(C2)C1)C4=CC=CC=C4N3)(C5=C(C=C6C(=C5)C78CCN9C7C(C=CC9)(C(C(C8N6C=O)(C(=O)OC)O)OC(=O)C)CC)OC)C(=O)OC)O.OS(=O)(=O)O. Cell line: MDA-MB-231. Synergy scores: CSS=28.4, Synergy_ZIP=-8.26, Synergy_Bliss=3.58, Synergy_Loewe=4.39, Synergy_HSA=5.78. (7) Cell line: MOLT-4. Drug 2: CC1=C(C(=CC=C1)Cl)NC(=O)C2=CN=C(S2)NC3=CC(=NC(=N3)C)N4CCN(CC4)CCO. Synergy scores: CSS=-0.779, Synergy_ZIP=-0.0638, Synergy_Bliss=-9.34, Synergy_Loewe=-15.2, Synergy_HSA=-11.8. Drug 1: CCCS(=O)(=O)NC1=C(C(=C(C=C1)F)C(=O)C2=CNC3=C2C=C(C=N3)C4=CC=C(C=C4)Cl)F. (8) Drug 1: CC1=C(C=C(C=C1)NC2=NC=CC(=N2)N(C)C3=CC4=NN(C(=C4C=C3)C)C)S(=O)(=O)N.Cl. Drug 2: CC1=C(C=C(C=C1)NC(=O)C2=CC=C(C=C2)CN3CCN(CC3)C)NC4=NC=CC(=N4)C5=CN=CC=C5. Cell line: SF-268. Synergy scores: CSS=-3.22, Synergy_ZIP=1.86, Synergy_Bliss=-1.95, Synergy_Loewe=-5.63, Synergy_HSA=-5.54.